Dataset: Full USPTO retrosynthesis dataset with 1.9M reactions from patents (1976-2016). Task: Predict the reactants needed to synthesize the given product. (1) The reactants are: [F:1][C:2]1[CH:3]=[C:4]([CH:24]=[C:25]([N+:27]([O-:29])=[O:28])[CH:26]=1)[O:5][C@H:6]1[CH2:10][N:9]([C:11]([O:13][C:14]([CH3:17])([CH3:16])[CH3:15])=[O:12])[C@H:8]([CH2:18]OS(C)(=O)=O)[CH2:7]1.[CH3:30][NH2:31]. Given the product [F:1][C:2]1[CH:3]=[C:4]([CH:24]=[C:25]([N+:27]([O-:29])=[O:28])[CH:26]=1)[O:5][C@H:6]1[CH2:10][N:9]([C:11]([O:13][C:14]([CH3:16])([CH3:17])[CH3:15])=[O:12])[C@H:8]([CH2:18][NH:31][CH3:30])[CH2:7]1, predict the reactants needed to synthesize it. (2) Given the product [NH:11]1[C:15]2[CH:16]=[CH:17][CH:18]=[CH:19][C:14]=2[N:13]=[C:12]1[C@H:8]([NH:9][C:10]([NH:30][CH2:29][C:25]1[CH:26]=[CH:27][CH:28]=[C:23]([CH3:31])[CH:24]=1)=[O:20])[CH2:7][C:6]1[CH:21]=[CH:22][C:3]([O:2][CH3:1])=[CH:4][CH:5]=1, predict the reactants needed to synthesize it. The reactants are: [CH3:1][O:2][C:3]1[CH:22]=[CH:21][C:6]([CH2:7][C@@H:8]2[C:12]3=[N:13][C:14]4[CH:19]=[CH:18][CH:17]=[CH:16][C:15]=4[N:11]3[C:10](=[O:20])[NH:9]2)=[CH:5][CH:4]=1.[C:23]1([CH3:31])[CH:28]=[CH:27][CH:26]=[C:25]([CH2:29][NH2:30])[CH:24]=1.C(O)(C(F)(F)F)=O.